Dataset: Forward reaction prediction with 1.9M reactions from USPTO patents (1976-2016). Task: Predict the product of the given reaction. (1) Given the reactants [B:10]1([B:10]2[O:14][C:13]([CH3:16])([CH3:15])[C:12]([CH3:18])([CH3:17])[O:11]2)[O:14][C:13]([CH3:16])([CH3:15])[C:12]([CH3:18])([CH3:17])[O:11]1.C([O-])(=O)C.[K+].Br[C:25]1[CH:30]=[CH:29][C:28]([NH:31][CH:32]([CH3:34])[CH3:33])=[C:27]([F:35])[CH:26]=1.C(Cl)Cl, predict the reaction product. The product is: [F:35][C:27]1[CH:26]=[C:25]([B:10]2[O:11][C:12]([CH3:17])([CH3:18])[C:13]([CH3:15])([CH3:16])[O:14]2)[CH:30]=[CH:29][C:28]=1[NH:31][CH:32]([CH3:34])[CH3:33]. (2) Given the reactants [Cl:1][C:2]1[C:11]2[C:6](=[N:7][CH:8]=[CH:9][CH:10]=2)[N:5]=[C:4]([C:12]2[CH:20]=[CH:19][CH:18]=[CH:17][C:13]=2[C:14]([NH2:16])=O)[CH:3]=1.ClCCl.CC[N+](S(N=C(OC)[O-])(=O)=O)(CC)CC, predict the reaction product. The product is: [Cl:1][C:2]1[C:11]2[C:6](=[N:7][CH:8]=[CH:9][CH:10]=2)[N:5]=[C:4]([C:12]2[CH:20]=[CH:19][CH:18]=[CH:17][C:13]=2[C:14]#[N:16])[CH:3]=1. (3) Given the reactants CC1C=C(N2CCN(CC3C=CC(C(F)(F)F)=CC=3)C2=O)SC=1C(OCC)=O.[F:29][C:30]1[CH:53]=[CH:52][C:33]([CH2:34][N:35]2[CH2:39][CH2:38][N:37]([C:40]3[S:41][C:42]([C:46]([O:48]CC)=[O:47])=[C:43]([CH3:45])[N:44]=3)[C:36]2=[O:51])=[CH:32][CH:31]=1, predict the reaction product. The product is: [F:29][C:30]1[CH:31]=[CH:32][C:33]([CH2:34][N:35]2[CH2:39][CH2:38][N:37]([C:40]3[S:41][C:42]([C:46]([OH:48])=[O:47])=[C:43]([CH3:45])[N:44]=3)[C:36]2=[O:51])=[CH:52][CH:53]=1. (4) Given the reactants Br[C:2]1[CH:7]=[CH:6][C:5]([O:8][CH2:9][O:10][CH3:11])=[CH:4][N:3]=1.[CH2:12]([O:14][C:15]1[CH:20]=[CH:19][C:18]([C:21]#[CH:22])=[CH:17][CH:16]=1)[CH3:13].C1COCC1.C(N(CC)CC)C, predict the reaction product. The product is: [CH2:12]([O:14][C:15]1[CH:20]=[CH:19][C:18]([C:21]#[C:22][C:2]2[CH:7]=[CH:6][C:5]([O:8][CH2:9][O:10][CH3:11])=[CH:4][N:3]=2)=[CH:17][CH:16]=1)[CH3:13]. (5) Given the reactants [C:1]([C:4]1[CH:9]=[CH:8][N:7]=[C:6]([NH:10][C:11](=[O:17])[O:12][C:13]([CH3:16])([CH3:15])[CH3:14])[CH:5]=1)(=O)[CH3:2].[C:18]([N:21]1[CH2:26][CH2:25][NH:24][CH2:23][CH2:22]1)(=[O:20])[CH3:19].CC(O)=O.[BH3-]C#N.[Na+], predict the reaction product. The product is: [C:18]([N:21]1[CH2:26][CH2:25][N:24]([CH:1]([C:4]2[CH:9]=[CH:8][N:7]=[C:6]([NH:10][C:11](=[O:17])[O:12][C:13]([CH3:16])([CH3:15])[CH3:14])[CH:5]=2)[CH3:2])[CH2:23][CH2:22]1)(=[O:20])[CH3:19]. (6) Given the reactants [NH2:1][C:2]1[S:3][C:4]([Cl:11])=[C:5]([C:7]([F:10])([F:9])[F:8])[N:6]=1.[Cl:12][C:13]1[CH:21]=[CH:20][C:16]([C:17](Cl)=[O:18])=[CH:15][C:14]=1[N+:22]([O-:24])=[O:23].Cl, predict the reaction product. The product is: [Cl:11][C:4]1[S:3][C:2]([NH:1][C:17](=[O:18])[C:16]2[CH:20]=[CH:21][C:13]([Cl:12])=[C:14]([N+:22]([O-:24])=[O:23])[CH:15]=2)=[N:6][C:5]=1[C:7]([F:10])([F:8])[F:9].